This data is from Peptide-MHC class I binding affinity with 185,985 pairs from IEDB/IMGT. The task is: Regression. Given a peptide amino acid sequence and an MHC pseudo amino acid sequence, predict their binding affinity value. This is MHC class I binding data. (1) The peptide sequence is RQGKTPLTL. The MHC is HLA-A03:01 with pseudo-sequence HLA-A03:01. The binding affinity (normalized) is 0.0847. (2) The peptide sequence is WTVNDIQKL. The MHC is HLA-B51:01 with pseudo-sequence HLA-B51:01. The binding affinity (normalized) is 0. (3) The peptide sequence is YEQQTVNST. The MHC is HLA-B44:02 with pseudo-sequence HLA-B44:02. The binding affinity (normalized) is 0.0352. (4) The peptide sequence is KFNPMKTYI. The MHC is HLA-B58:01 with pseudo-sequence HLA-B58:01. The binding affinity (normalized) is 0.526. (5) The binding affinity (normalized) is 0.432. The MHC is Mamu-B17 with pseudo-sequence Mamu-B17. The peptide sequence is IHPILMALF. (6) The peptide sequence is KEKGGLEGM. The MHC is HLA-B51:01 with pseudo-sequence HLA-B51:01. The binding affinity (normalized) is 0.